Dataset: Reaction yield outcomes from USPTO patents with 853,638 reactions. Task: Predict the reaction yield, written as a fraction of the theoretical maximum amount of product (1.0 means a 100% yield; for example, 0.34 means a 34% yield). (1) The reactants are [CH3:1][O:2][C:3](=[O:33])[CH:4]([C:10]1[CH:11]=[C:12]([C:23]2[CH:28]=[CH:27][C:26]([C:29]([F:32])([F:31])[F:30])=[CH:25][CH:24]=2)[C:13](N)=[C:14]([O:16][CH2:17][C:18]([F:21])([F:20])[F:19])[CH:15]=1)[CH2:5][CH:6]1[CH2:9][CH2:8][CH2:7]1.[ClH:34].N([O-])=O.[Na+]. The catalyst is CC#N.O.Cl[Cu]. The product is [CH3:1][O:2][C:3](=[O:33])[CH:4]([C:10]1[CH:11]=[C:12]([C:23]2[CH:28]=[CH:27][C:26]([C:29]([F:32])([F:31])[F:30])=[CH:25][CH:24]=2)[C:13]([Cl:34])=[C:14]([O:16][CH2:17][C:18]([F:21])([F:20])[F:19])[CH:15]=1)[CH2:5][CH:6]1[CH2:9][CH2:8][CH2:7]1. The yield is 0.950. (2) The reactants are [CH3:1][O:2][CH2:3][C@@H:4]([O:6][C:7]1[CH:8]=[C:9]([CH:14]=[C:15]([O:17][CH2:18][C:19]2[CH:24]=[CH:23][CH:22]=[CH:21][CH:20]=2)[CH:16]=1)[C:10]([O:12]C)=[O:11])[CH3:5].[OH-].[Na+]. The catalyst is C1COCC1.CO.O. The product is [CH3:1][O:2][CH2:3][C@@H:4]([O:6][C:7]1[CH:8]=[C:9]([CH:14]=[C:15]([O:17][CH2:18][C:19]2[CH:20]=[CH:21][CH:22]=[CH:23][CH:24]=2)[CH:16]=1)[C:10]([OH:12])=[O:11])[CH3:5]. The yield is 0.990.